Dataset: Reaction yield outcomes from USPTO patents with 853,638 reactions. Task: Predict the reaction yield, written as a fraction of the theoretical maximum amount of product (1.0 means a 100% yield; for example, 0.34 means a 34% yield). The reactants are Cl[C:2]1[C:3]2[S:10][CH:9]=[CH:8][C:4]=2[N:5]=[CH:6][N:7]=1.[C:11]([O:15][C:16](=[O:23])[NH:17][CH:18]1[CH2:22][CH2:21][NH:20][CH2:19]1)([CH3:14])([CH3:13])[CH3:12].C(N(C(C)C)CC)(C)C.C(OCC)(=O)C. The catalyst is C(O)(C)C. The product is [C:11]([O:15][C:16](=[O:23])[NH:17][CH:18]1[CH2:22][CH2:21][N:20]([C:2]2[C:3]3[S:10][CH:9]=[CH:8][C:4]=3[N:5]=[CH:6][N:7]=2)[CH2:19]1)([CH3:14])([CH3:12])[CH3:13]. The yield is 0.860.